Dataset: Peptide-MHC class II binding affinity with 134,281 pairs from IEDB. Task: Regression. Given a peptide amino acid sequence and an MHC pseudo amino acid sequence, predict their binding affinity value. This is MHC class II binding data. (1) The peptide sequence is GVWTFDSEEPLQGPF. The MHC is DRB1_1602 with pseudo-sequence DRB1_1602. The binding affinity (normalized) is 0.387. (2) The peptide sequence is EITGIMKDLDEPGHL. The MHC is HLA-DPA10201-DPB10101 with pseudo-sequence HLA-DPA10201-DPB10101. The binding affinity (normalized) is 0.0229.